From a dataset of Peptide-MHC class I binding affinity with 185,985 pairs from IEDB/IMGT. Regression. Given a peptide amino acid sequence and an MHC pseudo amino acid sequence, predict their binding affinity value. This is MHC class I binding data. (1) The binding affinity (normalized) is 0.0847. The MHC is HLA-B35:01 with pseudo-sequence HLA-B35:01. The peptide sequence is VFMDNAFKK. (2) The peptide sequence is FMDPGIFPR. The MHC is HLA-B46:01 with pseudo-sequence HLA-B46:01. The binding affinity (normalized) is 0.0847.